Dataset: Experimental lipophilicity measurements (octanol/water distribution) for 4,200 compounds from AstraZeneca. Task: Regression/Classification. Given a drug SMILES string, predict its absorption, distribution, metabolism, or excretion properties. Task type varies by dataset: regression for continuous measurements (e.g., permeability, clearance, half-life) or binary classification for categorical outcomes (e.g., BBB penetration, CYP inhibition). For this dataset (lipophilicity_astrazeneca), we predict Y. The molecule is Cc1ncc(-c2nc(Nc3ccc(C(=O)N4CCCN(C)CC4)cc3)ncc2F)n1C(C)C. The Y is 2.02 logD.